From a dataset of Full USPTO retrosynthesis dataset with 1.9M reactions from patents (1976-2016). Predict the reactants needed to synthesize the given product. Given the product [C:4]([C:6]1[C:14]2[S:13][C:12]([NH:15][C:16](=[O:20])[NH:17][CH2:18][CH3:19])=[N:11][C:10]=2[CH:9]=[C:8]([C:21]2[CH:26]=[N:25][C:24]([N:27]3[CH2:28][CH2:29][C:30]([CH3:38])([C:33]([O:35][CH2:36][CH3:37])=[O:34])[CH2:31][CH2:32]3)=[N:23][CH:22]=2)[CH:7]=1)(=[O:3])[CH3:5], predict the reactants needed to synthesize it. The reactants are: C([O:3][C:4]([C:6]1[C:14]2[S:13][C:12]([NH:15][C:16](=[O:20])[NH:17][CH2:18][CH3:19])=[N:11][C:10]=2[CH:9]=[C:8]([C:21]2[CH:22]=[N:23][C:24]([N:27]3[CH2:32][CH2:31][C:30]([CH3:38])([C:33]([O:35][CH2:36][CH3:37])=[O:34])[CH2:29][CH2:28]3)=[N:25][CH:26]=2)[CH:7]=1)=[CH2:5])C.